This data is from Catalyst prediction with 721,799 reactions and 888 catalyst types from USPTO. The task is: Predict which catalyst facilitates the given reaction. (1) Reactant: [O:1]=[C:2]1[C:6]2[C:7]([C:11]3[CH:16]=[CH:15][C:14]([O:17][CH3:18])=[C:13]([O:19][CH3:20])[CH:12]=3)=[N:8][C:9](=[O:10])[C:5]=2[C:4]([C:21]2[CH:26]=[CH:25][C:24]([O:27][CH3:28])=[C:23]([O:29][CH3:30])[CH:22]=2)=[N:3]1.[CH2:31](Br)[C:32]([C:34]1[CH:39]=[CH:38][CH:37]=[CH:36][CH:35]=1)=[O:33]. Product: [O:33]=[C:32]([C:34]1[CH:39]=[CH:38][CH:37]=[CH:36][CH:35]=1)[CH2:31][N:8]1[C:7]([C:11]2[CH:16]=[CH:15][C:14]([O:17][CH3:18])=[C:13]([O:19][CH3:20])[CH:12]=2)=[C:6]2[C:5](=[C:4]([C:21]3[CH:26]=[CH:25][C:24]([O:27][CH3:28])=[C:23]([O:29][CH3:30])[CH:22]=3)[N:3]([CH2:31][C:32]([C:34]3[CH:39]=[CH:38][CH:37]=[CH:36][CH:35]=3)=[O:33])[C:2]2=[O:1])[C:9]1=[O:10]. The catalyst class is: 3. (2) The catalyst class is: 17. Product: [CH2:1]([O:3][CH2:4][C:5]1[N:14]([CH2:15][CH:16]([CH3:18])[CH3:17])[C:13]2[CH:12]=[C:11]([CH3:19])[N:10]3[N:20]=[N:21][N:22]=[C:9]3[C:8]=2[N:7]=1)[CH3:2]. Reactant: [CH2:1]([O:3][CH2:4][C:5]([NH:7][C:8]1[C:9]2[N:10]([N:20]=[N:21][N:22]=2)[C:11]([CH3:19])=[CH:12][C:13]=1[NH:14][CH2:15][CH:16]([CH3:18])[CH3:17])=O)[CH3:2].Cl.N1C=CC=CC=1. (3) Reactant: [C:1]([C:3]1[CH:4]=[C:5]2[C:9](=[CH:10][CH:11]=1)[NH:8][N:7]=[CH:6]2)#[CH:2].[N:12]([CH2:15][CH2:16][C@@H:17]([NH:29]C(=O)OC(C)(C)C)[CH2:18][C:19]1[CH:24]=[CH:23][C:22]([C:25]([F:28])([F:27])[F:26])=[CH:21][CH:20]=1)=[N+:13]=[N-:14].O=C1O[C@H]([C@H](CO)O)C([O-])=C1O.[Na+].C(Cl)Cl. Product: [NH:8]1[C:9]2[C:5](=[CH:4][C:3]([C:1]3[N:14]=[N:13][N:12]([CH2:15][CH2:16][C@@H:17]([NH2:29])[CH2:18][C:19]4[CH:24]=[CH:23][C:22]([C:25]([F:26])([F:28])[F:27])=[CH:21][CH:20]=4)[CH:2]=3)=[CH:11][CH:10]=2)[CH:6]=[N:7]1. The catalyst class is: 664.